From a dataset of Peptide-MHC class II binding affinity with 134,281 pairs from IEDB. Regression. Given a peptide amino acid sequence and an MHC pseudo amino acid sequence, predict their binding affinity value. This is MHC class II binding data. (1) The peptide sequence is DRYSVDADLQLGELI. The MHC is DRB5_0101 with pseudo-sequence DRB5_0101. The binding affinity (normalized) is 0. (2) The peptide sequence is TFHVEKGSNPNYLALLVKYVNGDGD. The MHC is DRB5_0101 with pseudo-sequence DRB5_0101. The binding affinity (normalized) is 0.306. (3) The peptide sequence is EEALNVALAVVTLLA. The MHC is H-2-IAb with pseudo-sequence H-2-IAb. The binding affinity (normalized) is 0.269. (4) The peptide sequence is VYGIFYATSFLDLYR. The MHC is HLA-DPA10103-DPB10401 with pseudo-sequence HLA-DPA10103-DPB10401. The binding affinity (normalized) is 1.00.